This data is from Full USPTO retrosynthesis dataset with 1.9M reactions from patents (1976-2016). The task is: Predict the reactants needed to synthesize the given product. (1) Given the product [Br:1][C:2]1[CH:21]=[CH:20][C:5]([C:6]([CH:8]2[CH2:13][CH2:12][NH:11][CH2:10][CH2:9]2)=[O:7])=[CH:4][CH:3]=1, predict the reactants needed to synthesize it. The reactants are: [Br:1][C:2]1[CH:21]=[CH:20][C:5]([C:6]([CH:8]2[CH2:13][CH2:12][N:11](C(=O)C(F)(F)F)[CH2:10][CH2:9]2)=[O:7])=[CH:4][CH:3]=1.O.C([O-])([O-])=O.[K+].[K+]. (2) Given the product [CH:28]1([N:26]([CH3:27])[CH:20]2[CH2:19][CH2:18][C:17]([CH3:32])([CH3:31])[C:16]3[CH:15]=[C:14]([C:13]#[C:12][C:9]4[CH:8]=[CH:7][CH:6](/[CH:5]=[C:4](\[CH3:33])/[C:3]([OH:34])=[O:2])[CH2:11][CH:10]=4)[CH:23]=[C:22]([O:24][CH3:25])[C:21]2=3)[CH2:30][CH2:29]1, predict the reactants needed to synthesize it. The reactants are: C[O:2][C:3](=[O:34])/[C:4](/[CH3:33])=[CH:5]/[CH:6]1[CH2:11][CH:10]=[C:9]([C:12]#[C:13][C:14]2[CH:23]=[C:22]([O:24][CH3:25])[C:21]3[CH:20]([N:26]([CH:28]4[CH2:30][CH2:29]4)[CH3:27])[CH2:19][CH2:18][C:17]([CH3:32])([CH3:31])[C:16]=3[CH:15]=2)[CH:8]=[CH:7]1.C(OC(=O)/C(/C)=C/C1CC=C(C#CC2C=C(OC)C3C(N(C4CC4)C)CCC(C)(C)C=3C=2)C=C1)C.[OH-].[K+].Cl. (3) Given the product [CH3:24][S:25]([C:28]1[CH:29]=[C:30]2[C:34](=[CH:35][CH:36]=1)[N:33]([C:37]1[N:38]=[CH:39][N:40]=[C:41]([O:43][CH:44]3[CH2:49][CH2:48][N:47]([C:11]([O:13][CH2:14][C:15]4[CH:20]=[CH:19][CH:18]=[CH:17][CH:16]=4)=[O:12])[CH2:46][CH2:45]3)[CH:42]=1)[CH2:32][CH2:31]2)(=[O:27])=[O:26], predict the reactants needed to synthesize it. The reactants are: C(N(C(C)C)CC)(C)C.Cl[C:11]([O:13][CH2:14][C:15]1[CH:20]=[CH:19][CH:18]=[CH:17][CH:16]=1)=[O:12].ClCCl.[CH3:24][S:25]([C:28]1[CH:29]=[C:30]2[C:34](=[CH:35][CH:36]=1)[N:33]([C:37]1[CH:42]=[C:41]([O:43][CH:44]3[CH2:49][CH2:48][NH:47][CH2:46][CH2:45]3)[N:40]=[CH:39][N:38]=1)[CH2:32][CH2:31]2)(=[O:27])=[O:26]. (4) Given the product [N:15]([C:12]1[CH:13]=[CH:14][C:9]([O:8][CH2:7][CH2:6][N:1]2[CH:5]=[CH:4][N:3]=[CH:2]2)=[CH:10][CH:11]=1)=[C:21]=[S:22], predict the reactants needed to synthesize it. The reactants are: [N:1]1([CH2:6][CH2:7][O:8][C:9]2[CH:14]=[CH:13][C:12]([NH2:15])=[CH:11][CH:10]=2)[CH:5]=[CH:4][N:3]=[CH:2]1.C(=O)(O)[O-].[Na+].[C:21](Cl)(Cl)=[S:22]. (5) Given the product [OH:8][CH:9]([CH2:33][CH2:34][CH2:35][CH2:36][CH2:37][CH2:38][CH3:39])[CH2:10][CH2:11][C@@H:12]1[C@@H:24]2[C@@H:15]([O:16][C:17](=[O:25])[CH2:18][CH2:19][CH2:20][CH:21]=[CH:22][CH2:23]2)[CH2:14][C@H:13]1[O:26][CH:27]1[CH2:32][CH2:31][CH2:30][CH2:29][O:28]1, predict the reactants needed to synthesize it. The reactants are: [Si]([O:8][CH:9]([CH2:33][CH2:34][CH2:35][CH2:36][CH2:37][CH2:38][CH3:39])[CH2:10][CH2:11][C@@H:12]1[C@@H:24]2[C@@H:15]([O:16][C:17](=[O:25])[CH2:18][CH2:19][CH2:20][CH:21]=[CH:22][CH2:23]2)[CH2:14][C@H:13]1[O:26][CH:27]1[CH2:32][CH2:31][CH2:30][CH2:29][O:28]1)(C(C)(C)C)(C)C.